From a dataset of Full USPTO retrosynthesis dataset with 1.9M reactions from patents (1976-2016). Predict the reactants needed to synthesize the given product. (1) Given the product [CH3:13][N:14]1[CH2:19][CH2:18][CH:17]([C:20]2[C:28]3[C:23](=[CH:24][CH:25]=[C:26]([O:29][S:9]([C:6]4[CH:5]=[CH:4][C:3]([O:2][CH3:1])=[CH:8][CH:7]=4)(=[O:11])=[O:10])[CH:27]=3)[NH:22][CH:21]=2)[CH2:16][CH2:15]1, predict the reactants needed to synthesize it. The reactants are: [CH3:1][O:2][C:3]1[CH:8]=[CH:7][C:6]([S:9](Cl)(=[O:11])=[O:10])=[CH:5][CH:4]=1.[CH3:13][N:14]1[CH2:19][CH2:18][CH:17]([C:20]2[C:28]3[C:23](=[CH:24][CH:25]=[C:26]([OH:29])[CH:27]=3)[NH:22][CH:21]=2)[CH2:16][CH2:15]1.[OH-].[Na+]. (2) Given the product [I:27][C:24]1[CH:23]=[CH:22][C:21]([N:18]2[CH2:19][CH2:20][C:15]3[C:14]([C:29]([F:30])([F:32])[F:31])=[N:13][N:12]([C:5]4[CH:6]=[CH:7][C:8]([O:10][CH3:11])=[CH:9][C:4]=4[C:3]([NH:12][C:16]4[CH:17]=[N:18][CH:19]=[CH:20][CH:15]=4)=[O:33])[C:16]=3[C:17]2=[O:28])=[CH:26][CH:25]=1.[I:27][C:24]1[CH:25]=[CH:26][C:21]([N:18]2[CH2:19][CH2:20][C:15]3[C:14]([C:29]([F:31])([F:32])[F:30])=[N:13][N:12]([C:5]4[CH:6]=[CH:7][C:8]([O:10][CH3:11])=[CH:9][C:4]=4[C:3]([OH:33])=[O:2])[C:16]=3[C:17]2=[O:28])=[CH:22][CH:23]=1, predict the reactants needed to synthesize it. The reactants are: C[O:2][C:3](=[O:33])[C:4]1[CH:9]=[C:8]([O:10][CH3:11])[CH:7]=[CH:6][C:5]=1[N:12]1[C:16]2[C:17](=[O:28])[N:18]([C:21]3[CH:26]=[CH:25][C:24]([I:27])=[CH:23][CH:22]=3)[CH2:19][CH2:20][C:15]=2[C:14]([C:29]([F:32])([F:31])[F:30])=[N:13]1.[OH-].[Na+].Cl. (3) Given the product [CH2:24]([NH:23][C:20]1[C:4]2[CH:5]=[N:6][C:7]([NH:8][C:9]([NH:11][C@@H:12]([C:14]3[CH:19]=[CH:18][CH:17]=[CH:16][CH:15]=3)[CH3:13])=[O:10])=[C:2]([CH3:27])[C:3]=2[NH:22][N:21]=1)[CH3:25], predict the reactants needed to synthesize it. The reactants are: Br[C:2]1[C:3]2[NH:22][N:21]=[C:20]([NH:23][CH2:24][CH3:25])[C:4]=2[CH:5]=[N:6][C:7]=1[NH:8][C:9]([NH:11][C@@H:12]([C:14]1[CH:19]=[CH:18][CH:17]=[CH:16][CH:15]=1)[CH3:13])=[O:10].O1CCOC[CH2:27]1.C[Zn]C. (4) Given the product [CH2:1]([N:8]([C@@H:19]1[CH2:28][C:27]2[CH:26]=[C:25]([OH:29])[CH:24]=[CH:23][C:22]=2[CH2:21][CH2:20]1)[CH2:9][C@H:10]([OH:11])[C:12]1[CH:13]=[N:14][C:15]([CH3:33])=[CH:16][CH:17]=1)[C:2]1[CH:7]=[CH:6][CH:5]=[CH:4][CH:3]=1, predict the reactants needed to synthesize it. The reactants are: [CH2:1]([N:8]([C@@H:19]1[CH2:28][C:27]2[CH:26]=[C:25]([OH:29])[CH:24]=[CH:23][C:22]=2[CH2:21][CH2:20]1)[CH2:9][C@@H:10]([C:12]1[CH:13]=[N:14][C:15](Cl)=[CH:16][CH:17]=1)[OH:11])[C:2]1[CH:7]=[CH:6][CH:5]=[CH:4][CH:3]=1.[Cl-].C[Zn+].[CH2:33](N(CC(O)=O)CC(O)=O)CN(CC(O)=O)CC(O)=O.C(=O)(O)[O-].[Na+]. (5) Given the product [CH3:9][O:10][C:11](=[O:15])[CH2:12][CH:13]([N:7]1[CH:8]=[C:4]([N+:1]([O-:3])=[O:2])[N:5]=[CH:6]1)[CH3:14], predict the reactants needed to synthesize it. The reactants are: [N+:1]([C:4]1[N:5]=[CH:6][NH:7][CH:8]=1)([O-:3])=[O:2].[CH3:9][O:10][C:11](=[O:15])[CH:12]=[CH:13][CH3:14].